This data is from Forward reaction prediction with 1.9M reactions from USPTO patents (1976-2016). The task is: Predict the product of the given reaction. (1) Given the reactants [Cr](Cl)([O-])(=O)=O.[NH+]1C=CC=CC=1.[CH3:12][C:13]1([CH2:19][OH:20])[CH2:18][CH2:17][O:16][CH2:15][CH2:14]1, predict the reaction product. The product is: [CH3:12][C:13]1([CH:19]=[O:20])[CH2:18][CH2:17][O:16][CH2:15][CH2:14]1. (2) Given the reactants [CH3:1][C:2]1[CH:7]=[CH:6][C:5]([CH3:8])=[CH:4][C:3]=1B(O)O.I[C:13]1[N:18]=[C:17]([NH2:19])[N:16]=[C:15]([NH:20][CH3:21])[CH:14]=1, predict the reaction product. The product is: [CH3:1][C:2]1[CH:7]=[CH:6][C:5]([CH3:8])=[CH:4][C:3]=1[C:13]1[N:18]=[C:17]([NH2:19])[N:16]=[C:15]([NH:20][CH3:21])[CH:14]=1. (3) Given the reactants [Br:1][C:2]1[CH:3]=[C:4]([CH:8]([C:20]2[CH:25]=[CH:24][CH:23]=[CH:22][C:21]=2[CH3:26])[CH2:9][C:10]([C:12]2[CH:17]=[C:16]([CH3:18])[N:15]=[C:14]([F:19])[CH:13]=2)=O)[CH:5]=[CH:6][CH:7]=1.Cl.[NH2:28][OH:29].C([O-])(O)=O.[Na+], predict the reaction product. The product is: [Br:1][C:2]1[CH:3]=[C:4]([CH:8]([C:20]2[CH:25]=[CH:24][CH:23]=[CH:22][C:21]=2[CH3:26])[CH2:9]/[C:10](/[C:12]2[CH:17]=[C:16]([CH3:18])[N:15]=[C:14]([F:19])[CH:13]=2)=[N:28]\[OH:29])[CH:5]=[CH:6][CH:7]=1. (4) Given the reactants [NH2:1][C:2]1[CH:7]=[C:6]([O:8][C:9]2[CH:14]=[CH:13][C:12]([NH:15][C:16]([C:18]3([C:21]([NH:23][C:24]4[CH:29]=[CH:28][C:27]([F:30])=[CH:26][CH:25]=4)=[O:22])[CH2:20][CH2:19]3)=[O:17])=[CH:11][C:10]=2[F:31])[CH:5]=[CH:4][N:3]=1.[CH2:32]([N:34]([CH2:37][CH3:38])[CH2:35][CH3:36])C.ClC([O:42][C:43]1C=CC=C[CH:44]=1)=O.C(OCC)(=[O:51])C, predict the reaction product. The product is: [F:31][C:10]1[CH:11]=[C:12]([NH:15][C:16]([C:18]2([C:21]([NH:23][C:24]3[CH:25]=[CH:26][C:27]([F:30])=[CH:28][CH:29]=3)=[O:22])[CH2:20][CH2:19]2)=[O:17])[CH:13]=[CH:14][C:9]=1[O:8][C:6]1[CH:5]=[CH:4][N:3]=[C:2]([NH:1][C:32]([N:34]2[CH2:37][CH2:38][CH:44]([CH2:43][OH:42])[CH2:36][CH2:35]2)=[O:51])[CH:7]=1. (5) Given the reactants OC(C(F)(F)F)=O.[N:8]1[CH:13]=[CH:12][CH:11]=[CH:10][C:9]=1[N:14]1[CH2:19][C@@H:18]2[CH2:20][C@H:15]1[CH2:16][NH:17]2.[F:21][C:22]([F:38])([F:37])[C:23]1[O:27][N:26]=[C:25]([C:28]2[CH:29]=[C:30]([CH:34]=[CH:35][CH:36]=2)[C:31](O)=[O:32])[N:24]=1, predict the reaction product. The product is: [N:8]1[CH:13]=[CH:12][CH:11]=[CH:10][C:9]=1[N:14]1[CH2:19][C@@H:18]2[CH2:20][C@H:15]1[CH2:16][N:17]2[C:31]([C:30]1[CH:34]=[CH:35][CH:36]=[C:28]([C:25]2[N:24]=[C:23]([C:22]([F:37])([F:21])[F:38])[O:27][N:26]=2)[CH:29]=1)=[O:32]. (6) Given the reactants [Cl:1][C:2]1[C:7]2[CH:8]=[N:9][NH:10][C:6]=2[CH:5]=[C:4]([Cl:11])[N:3]=1.[CH3:12][C:13]1[N:14]=[C:15]2[CH:20]=[CH:19][C:18]([CH2:21]O)=[CH:17][N:16]2[CH:23]=1.C1(P(C2C=CC=CC=2)C2C=CC=CC=2)C=CC=CC=1.N(/C(OC(C)C)=O)=N\C(OC(C)C)=O, predict the reaction product. The product is: [Cl:1][C:2]1[C:7]2=[CH:8][N:9]([CH2:21][C:18]3[CH:19]=[CH:20][C:15]4[N:16]([CH:23]=[C:13]([CH3:12])[N:14]=4)[CH:17]=3)[N:10]=[C:6]2[CH:5]=[C:4]([Cl:11])[N:3]=1.